From a dataset of Catalyst prediction with 721,799 reactions and 888 catalyst types from USPTO. Predict which catalyst facilitates the given reaction. (1) Reactant: C(N(CC)CC)C.[Cl:8][C:9]1[C:10](O)=[CH:11][CH:12]=[C:13]2[C:18]=1[N:17]=[C:16](C)[CH:15]=[CH:14]2.[CH3:21][O:22][CH2:23]Cl. Product: [Cl:8][C:9]1[C:10]([CH2:21][O:22][CH3:23])=[CH:11][CH:12]=[C:13]2[C:18]=1[N:17]=[CH:16][CH:15]=[CH:14]2. The catalyst class is: 49. (2) Reactant: [CH3:1][C:2]1[N:7]=[CH:6][C:5]([CH2:8][C:9]2[C:10](=[O:17])[N:11]=[C:12](SC)[NH:13][CH:14]=2)=[CH:4][N:3]=1.[NH2:18][CH2:19][CH2:20][C:21]1[CH:22]=[CH:23][C:24]([O:29][C:30]2[CH:35]=[CH:34][C:33]([C:36]([F:39])([F:38])[F:37])=[CH:32][N:31]=2)=[C:25]([CH:28]=1)[C:26]#[N:27]. Product: [CH3:1][C:2]1[N:7]=[CH:6][C:5]([CH2:8][C:9]2[C:10](=[O:17])[N:11]=[C:12]([NH:18][CH2:19][CH2:20][C:21]3[CH:22]=[CH:23][C:24]([O:29][C:30]4[CH:35]=[CH:34][C:33]([C:36]([F:39])([F:37])[F:38])=[CH:32][N:31]=4)=[C:25]([CH:28]=3)[C:26]#[N:27])[NH:13][CH:14]=2)=[CH:4][N:3]=1. The catalyst class is: 8. (3) Reactant: [H-].[Al+3].[Li+].[H-].[H-].[H-].[CH3:7][C:8]([CH2:16][CH2:17][CH2:18][CH:19]([CH3:31])[CH2:20][CH2:21][CH2:22][CH:23]([CH3:30])[CH2:24][CH2:25][CH2:26][CH:27]([CH3:29])[CH3:28])=[CH:9][CH2:10][CH2:11][C:12](OC)=[O:13].O.S([O-])([O-])(=O)=O.[Na+].[Na+]. Product: [CH3:7][C:8]([CH2:16][CH2:17][CH2:18][CH:19]([CH3:31])[CH2:20][CH2:21][CH2:22][CH:23]([CH3:30])[CH2:24][CH2:25][CH2:26][CH:27]([CH3:29])[CH3:28])=[CH:9][CH2:10][CH2:11][CH2:12][OH:13]. The catalyst class is: 7. (4) Reactant: [Cl:1][C:2]1[C:6]([C:7]([OH:9])=O)=[CH:5][N:4]([C:10]2[N:15]=[CH:14][CH:13]=[CH:12][N:11]=2)[N:3]=1.CCN(C(C)C)C(C)C.[C:25]12([CH2:35][NH2:36])[CH2:34][CH:29]3[CH2:30][CH:31]([CH2:33][CH:27]([CH2:28]3)[CH2:26]1)[CH2:32]2.F[P-](F)(F)(F)(F)F.N1(O[P+](N(C)C)(N(C)C)N(C)C)C2C=CC=CC=2N=N1. Product: [C:25]12([CH2:35][NH:36][C:7]([C:6]3[C:2]([Cl:1])=[N:3][N:4]([C:10]4[N:15]=[CH:14][CH:13]=[CH:12][N:11]=4)[CH:5]=3)=[O:9])[CH2:32][CH:31]3[CH2:30][CH:29]([CH2:28][CH:27]([CH2:33]3)[CH2:26]1)[CH2:34]2. The catalyst class is: 18. (5) Reactant: O1[C:5]2([CH2:10][CH2:9][N:8]([C:11]3[CH:12]=[CH:13][CH:14]=[C:15]4[C:20]=3[N:19]=[CH:18][C:17]([C:21]([F:24])([F:23])[F:22])=[CH:16]4)[CH2:7][CH2:6]2)[O:4]CC1.Cl. Product: [F:23][C:21]([F:22])([F:24])[C:17]1[CH:18]=[N:19][C:20]2[C:15]([CH:16]=1)=[CH:14][CH:13]=[CH:12][C:11]=2[N:8]1[CH2:9][CH2:10][C:5](=[O:4])[CH2:6][CH2:7]1. The catalyst class is: 7. (6) Reactant: [C:1]([N:4]1[CH2:9][CH:8]=[C:7]([C:10]2[C:18]3[C:13](=[C:14]4[CH:21]=[CH:20][NH:19][C:15]4=[N:16][CH:17]=3)[N:12]([CH:22]3[CH:27]([CH3:28])[CH2:26][CH2:25][N:24](C(OCC4C=CC=CC=4)=O)[CH2:23]3)[CH:11]=2)[CH2:6][CH2:5]1)(=[O:3])[CH3:2].C([O-])=O.[NH4+]. Product: [CH3:28][C@@H:27]1[CH2:26][CH2:25][NH:24][CH2:23][C@@H:22]1[N:12]1[C:13]2=[C:14]3[CH:21]=[CH:20][NH:19][C:15]3=[N:16][CH:17]=[C:18]2[C:10]([CH:7]2[CH2:8][CH2:9][N:4]([C:1](=[O:3])[CH3:2])[CH2:5][CH2:6]2)=[CH:11]1. The catalyst class is: 43. (7) Reactant: Cl[CH2:2][C:3]([NH:5][C:6]1[CH:11]=[CH:10][CH:9]=[CH:8][CH:7]=1)=[O:4].[CH3:12][NH:13][CH3:14]. Product: [CH3:12][N:13]([CH2:2][C:3]([NH:5][C:6]1[CH:11]=[CH:10][CH:9]=[CH:8][CH:7]=1)=[O:4])[CH3:14]. The catalyst class is: 6. (8) Reactant: [CH2:1]([N:8]1[C@@H:13]([CH2:14][OH:15])[CH2:12][O:11][C@@H:10]([C:16]([N:18]([CH:39]2[CH2:41][CH2:40]2)[C@@H:19]([C:21]2[C:29]3[C:24](=[N:25][C:26]([CH3:30])=[CH:27][CH:28]=3)[N:23]([CH2:31][CH2:32][CH2:33][NH:34][C:35](=[O:38])[O:36][CH3:37])[N:22]=2)[CH3:20])=[O:17])[CH2:9]1)[C:2]1[CH:7]=[CH:6][CH:5]=[CH:4][CH:3]=1.C(N(CC)CC)C.[CH3:49][S:50](Cl)(=[O:52])=[O:51].C(=O)([O-])O.[Na+]. Product: [CH3:49][S:50]([O:15][CH2:14][C@H:13]1[CH2:12][O:11][C@@H:10]([C:16](=[O:17])[N:18]([CH:39]2[CH2:40][CH2:41]2)[C@@H:19]([C:21]2[C:29]3[C:24](=[N:25][C:26]([CH3:30])=[CH:27][CH:28]=3)[N:23]([CH2:31][CH2:32][CH2:33][NH:34][C:35]([O:36][CH3:37])=[O:38])[N:22]=2)[CH3:20])[CH2:9][N:8]1[CH2:1][C:2]1[CH:7]=[CH:6][CH:5]=[CH:4][CH:3]=1)(=[O:52])=[O:51]. The catalyst class is: 4. (9) The catalyst class is: 5. Product: [C:41]1([CH3:51])[CH:42]=[CH:43][C:44]([S:47]([OH:50])(=[O:48])=[O:49])=[CH:45][CH:46]=1.[OH:1][C@@H:2]([CH2:18][N:32]1[CH2:33][CH2:34][CH:29]([C:19]2[C:28]3[C:23](=[CH:24][CH:25]=[CH:26][CH:27]=3)[CH:22]=[CH:21][CH:20]=2)[CH2:30][CH2:31]1)[CH2:3][O:4][C:5]1[CH:17]=[CH:16][CH:15]=[CH:14][C:6]=1[CH:7]=[C:8]1[CH2:13][CH2:12][O:11][C:9]1=[O:10]. Reactant: [O:1]1[CH2:18][C@H:2]1[CH2:3][O:4][C:5]1[CH:17]=[CH:16][CH:15]=[CH:14][C:6]=1[CH:7]=[C:8]1[CH2:13][CH2:12][O:11][C:9]1=[O:10].[C:19]1([CH:29]2[CH2:34][CH2:33][NH:32][CH2:31][CH2:30]2)[C:28]2[C:23](=[CH:24][CH:25]=[CH:26][CH:27]=2)[CH:22]=[CH:21][CH:20]=1.C(OCC)(=O)C.[C:41]1([CH3:51])[CH:46]=[CH:45][C:44]([S:47]([OH:50])(=[O:49])=[O:48])=[CH:43][CH:42]=1. (10) Reactant: [Br:1][C:2]1[N:3]([CH3:11])[C:4]([C:7]([O:9]C)=[O:8])=[CH:5][N:6]=1.[OH-].[Li+]. Product: [Br:1][C:2]1[N:3]([CH3:11])[C:4]([C:7]([OH:9])=[O:8])=[CH:5][N:6]=1. The catalyst class is: 30.